Dataset: Full USPTO retrosynthesis dataset with 1.9M reactions from patents (1976-2016). Task: Predict the reactants needed to synthesize the given product. (1) Given the product [Br:10][C:4]1[CH:5]=[CH:6][C:7]([CH3:8])=[C:2]([I:1])[CH:3]=1, predict the reactants needed to synthesize it. The reactants are: [I:1][C:2]1[CH:3]=[C:4](N)[CH:5]=[CH:6][C:7]=1[CH3:8].[BrH:10].N([O-])=O.[Na+]. (2) Given the product [C:6]([O:8][CH2:9][CH2:19][CH2:18][CH2:17][CH3:16])(=[O:7])[C:5]1[CH:10]=[CH:11][C:2]([C:1]([O:13][CH2:14][CH2:1][CH2:2][CH2:3][CH3:4])=[O:12])=[CH:3][CH:4]=1, predict the reactants needed to synthesize it. The reactants are: [C:1]([O:13][CH3:14])(=[O:12])[C:2]1[CH:11]=[CH:10][C:5]([C:6]([O:8][CH3:9])=[O:7])=[CH:4][CH:3]=1.C(O)[CH2:16][CH2:17][CH2:18][CH3:19]. (3) Given the product [C:1]1([C:7]2[CH:8]=[CH:9][C:10]3[N:11]([C:13]([NH:16][C:23](=[O:26])[CH2:24][CH3:25])=[CH:14][N:15]=3)[N:12]=2)[CH:2]=[CH:3][CH:4]=[CH:5][CH:6]=1, predict the reactants needed to synthesize it. The reactants are: [C:1]1([C:7]2[CH:8]=[CH:9][C:10]3[N:11]([C:13]([NH2:16])=[CH:14][N:15]=3)[N:12]=2)[CH:6]=[CH:5][CH:4]=[CH:3][CH:2]=1.N1C=CC=CC=1.[C:23](O[C:23](=[O:26])[CH2:24][CH3:25])(=[O:26])[CH2:24][CH3:25].C(=O)(O)[O-].[Na+]. (4) Given the product [C:1]([C:5]1[N:9]([CH2:10][CH:11]2[CH2:16][CH2:15][C:14]([F:18])([F:17])[CH2:13][CH2:12]2)[C:8]2[CH:19]=[CH:20][C:21]([C:23]([N:69]3[CH2:68][CH2:67][N:66]([C:59]([O:61][C:62]([CH3:65])([CH3:64])[CH3:63])=[O:60])[CH2:71][CH2:70]3)=[O:24])=[CH:22][C:7]=2[N:6]=1)([CH3:4])([CH3:2])[CH3:3], predict the reactants needed to synthesize it. The reactants are: [C:1]([C:5]1[N:9]([CH2:10][CH:11]2[CH2:16][CH2:15][C:14]([F:18])([F:17])[CH2:13][CH2:12]2)[C:8]2[CH:19]=[CH:20][C:21]([C:23](O)=[O:24])=[CH:22][C:7]=2[N:6]=1)([CH3:4])([CH3:3])[CH3:2].CCN(C(C)C)C(C)C.CN(C(ON1N=NC2C=CC=NC1=2)=[N+](C)C)C.F[P-](F)(F)(F)(F)F.[C:59]([N:66]1[CH2:71][CH2:70][NH:69][CH2:68][CH2:67]1)([O:61][C:62]([CH3:65])([CH3:64])[CH3:63])=[O:60]. (5) Given the product [CH3:1][O:2][C:3]1[CH:4]=[CH:5][C:6]([C:9]2[C:14]([CH3:15])=[C:13]([C:16]([F:18])([F:17])[F:19])[N:12]3[N:20]=[CH:21][C:22]([C:23]([N:47]4[CH2:46][CH2:45][N:44]([C@@H:48]([C:50]5[CH:55]=[C:54]([F:56])[CH:53]=[C:52]([F:57])[C:51]=5[F:58])[CH3:49])[CH2:43][C@H:42]4[CH3:41])=[O:24])=[C:11]3[N:10]=2)=[CH:7][CH:8]=1, predict the reactants needed to synthesize it. The reactants are: [CH3:1][O:2][C:3]1[CH:8]=[CH:7][C:6]([C:9]2[C:14]([CH3:15])=[C:13]([C:16]([F:19])([F:18])[F:17])[N:12]3[N:20]=[CH:21][C:22]([C:23](O)=[O:24])=[C:11]3[N:10]=2)=[CH:5][CH:4]=1.C(Cl)(=O)C(Cl)=O.CCN(C(C)C)C(C)C.[CH3:41][C@H:42]1[NH:47][CH2:46][CH2:45][N:44]([C@@H:48]([C:50]2[CH:55]=[C:54]([F:56])[CH:53]=[C:52]([F:57])[C:51]=2[F:58])[CH3:49])[CH2:43]1. (6) Given the product [CH3:25][O:26][CH2:27][CH2:28][NH:29][C:21]([C:19]1[CH:18]=[CH:17][C:14]2[N:15]([CH3:16])[C:11]([NH:10][C:8]3[S:9][C:5]4[CH:4]=[CH:3][C:2]([F:1])=[CH:24][C:6]=4[N:7]=3)=[N:12][C:13]=2[CH:20]=1)=[O:23], predict the reactants needed to synthesize it. The reactants are: [F:1][C:2]1[CH:3]=[CH:4][C:5]2[S:9][C:8]([NH:10][C:11]3[N:15]([CH3:16])[C:14]4[CH:17]=[CH:18][C:19]([C:21]([OH:23])=O)=[CH:20][C:13]=4[N:12]=3)=[N:7][C:6]=2[CH:24]=1.[CH3:25][O:26][CH2:27][CH2:28][NH2:29].CN(C(ON1N=NC2C=CC=CC1=2)=[N+](C)C)C.F[P-](F)(F)(F)(F)F.CCN(C(C)C)C(C)C. (7) Given the product [F:19][C:5]1[C:4]2[C:8](=[CH:9][CH:10]=[C:2]([B:20]3[O:24][C:23]([CH3:26])([CH3:25])[C:22]([CH3:28])([CH3:27])[O:21]3)[CH:3]=2)[NH:7][C:6]=1[C:11]1[CH:16]=[CH:15][CH:14]=[CH:13][C:12]=1[O:17][CH3:18], predict the reactants needed to synthesize it. The reactants are: Br[C:2]1[CH:3]=[C:4]2[C:8](=[CH:9][CH:10]=1)[NH:7][C:6]([C:11]1[CH:16]=[CH:15][CH:14]=[CH:13][C:12]=1[O:17][CH3:18])=[C:5]2[F:19].[B:20]1([B:20]2[O:24][C:23]([CH3:26])([CH3:25])[C:22]([CH3:28])([CH3:27])[O:21]2)[O:24][C:23]([CH3:26])([CH3:25])[C:22]([CH3:28])([CH3:27])[O:21]1.C([O-])(=O)C.[K+]. (8) Given the product [C:1]([C:3]1[CH:4]=[C:5]([NH:9][C:10]2[C:11]3[CH:19]=[C:18]([NH:28][CH2:27][C:26]4[CH:29]=[CH:30][C:23]([O:22][CH3:21])=[CH:24][CH:25]=4)[N:17]=[CH:16][C:12]=3[N:13]=[CH:14][N:15]=2)[CH:6]=[CH:7][CH:8]=1)#[CH:2], predict the reactants needed to synthesize it. The reactants are: [C:1]([C:3]1[CH:4]=[C:5]([NH:9][C:10]2[C:11]3[CH:19]=[C:18](F)[N:17]=[CH:16][C:12]=3[N:13]=[CH:14][N:15]=2)[CH:6]=[CH:7][CH:8]=1)#[CH:2].[CH3:21][O:22][C:23]1[CH:30]=[CH:29][C:26]([CH2:27][NH2:28])=[CH:25][CH:24]=1. (9) Given the product [N+:8]([C:6]1[CH:7]=[C:2]2[CH:1]=[CH:12][NH:11][C:3]2=[N:4][CH:5]=1)([O-:10])=[O:9], predict the reactants needed to synthesize it. The reactants are: [CH3:1][C:2]1[C:3]([NH2:11])=[N:4][CH:5]=[C:6]([N+:8]([O-:10])=[O:9])[CH:7]=1.[C:12](OCC)(=O)C. (10) Given the product [CH3:29][O:30][C:31](=[O:32])[C:33]1[CH:38]=[CH:37][N:36]=[CH:35][C:34]=1[C:15](=[O:16])[NH:14][C:13]1[S:12][C:11]2[CH2:25][CH2:26][CH2:27][CH2:28][C:10]=2[C:9]=1[C:7]1[O:6][N:5]=[C:4]([CH:1]2[CH2:2][CH2:3]2)[N:8]=1, predict the reactants needed to synthesize it. The reactants are: [CH:1]1([C:4]2[N:8]=[C:7]([C:9]3[C:10]4[CH2:28][CH2:27][CH2:26][CH2:25][C:11]=4[S:12][C:13]=3[NH:14][C:15](N3CCC[C@@H]3C(O)=O)=[O:16])[O:6][N:5]=2)[CH2:3][CH2:2]1.[CH3:29][O:30][C:31]([C:33]1[CH:38]=[CH:37][N:36]=[CH:35][C:34]=1C(O)=O)=[O:32].